Dataset: Forward reaction prediction with 1.9M reactions from USPTO patents (1976-2016). Task: Predict the product of the given reaction. (1) The product is: [CH2:1]([O:3][C:4]([C:6]1[O:10][N:9]=[C:8]([C:11]2[CH:12]=[CH:13][CH:14]=[CH:15][CH:16]=2)[C:7]=1[NH2:17])=[O:5])[CH3:2]. Given the reactants [CH2:1]([O:3][C:4]([C:6]1[O:10][N:9]=[C:8]([C:11]2[CH:16]=[CH:15][CH:14]=[CH:13][CH:12]=2)[C:7]=1[N+:17]([O-])=O)=[O:5])[CH3:2], predict the reaction product. (2) The product is: [CH3:20][O:19][C:21]1[CH:22]=[CH:23][C:24]([C:27]2[S:31][C:30]([CH:32]=[C:3]3[C:2](=[O:1])[N:6]([CH:7]([CH2:11][C:12]4[CH:17]=[CH:16][CH:15]=[CH:14][CH:13]=4)[C:8]([OH:10])=[O:9])[C:5](=[S:18])[NH:4]3)=[CH:29][CH:28]=2)=[CH:25][CH:26]=1. Given the reactants [O:1]=[C:2]1[N:6]([CH:7]([CH2:11][C:12]2[CH:17]=[CH:16][CH:15]=[CH:14][CH:13]=2)[C:8]([OH:10])=[O:9])[C:5](=[S:18])[NH:4][CH2:3]1.[O:19]([C:21]1[CH:26]=[CH:25][C:24]([C:27]2[S:31][C:30]([CH:32]=O)=[CH:29][CH:28]=2)=[CH:23][CH:22]=1)[CH3:20].NCCC(O)=O.CO.C(Cl)Cl, predict the reaction product.